This data is from Full USPTO retrosynthesis dataset with 1.9M reactions from patents (1976-2016). The task is: Predict the reactants needed to synthesize the given product. (1) Given the product [C:1]([C:5]1[N:9]([CH2:10][CH2:11][C:12]2[CH:13]=[CH:14][C:15]([F:18])=[CH:16][CH:17]=2)[C:8]([CH3:19])=[C:7]([C:20]([NH:22][CH2:23][C:24]2([N:30]([CH3:32])[CH3:31])[CH2:25][CH2:26][S:27](=[O:41])[CH2:28][CH2:29]2)=[O:21])[CH:6]=1)([CH3:4])([CH3:2])[CH3:3], predict the reactants needed to synthesize it. The reactants are: [C:1]([C:5]1[N:9]([CH2:10][CH2:11][C:12]2[CH:17]=[CH:16][C:15]([F:18])=[CH:14][CH:13]=2)[C:8]([CH3:19])=[C:7]([C:20]([NH:22][CH2:23][C:24]2([N:30]([CH3:32])[CH3:31])[CH2:29][CH2:28][S:27][CH2:26][CH2:25]2)=[O:21])[CH:6]=1)([CH3:4])([CH3:3])[CH3:2].ClC1C=CC=C(C(OO)=[O:41])C=1. (2) Given the product [C:1]1([C:7]2[C:15]3[CH:14]=[C:13]([CH2:16][CH2:17][CH2:18][CH2:19][N:20]4[CH:24]=[C:23]([C:25]([OH:27])=[O:26])[N:22]=[N:21]4)[N:12]=[N:11][C:10]=3[NH:9][CH:8]=2)[CH:2]=[CH:3][CH:4]=[CH:5][CH:6]=1, predict the reactants needed to synthesize it. The reactants are: [C:1]1([C:7]2[C:15]3[CH:14]=[C:13]([CH2:16][CH2:17][CH2:18][CH2:19][N:20]4[CH:24]=[C:23]([C:25]([O:27]C)=[O:26])[N:22]=[N:21]4)[N:12]=[N:11][C:10]=3[N:9](S(C3C=CC=CC=3)(=O)=O)[CH:8]=2)[CH:6]=[CH:5][CH:4]=[CH:3][CH:2]=1.[Li+].[OH-]. (3) The reactants are: [F:1][C:2]([F:16])([F:15])[C:3](=O)[CH2:4][C:5]([C:7]1[CH:12]=[CH:11][C:10]([CH3:13])=[CH:9][CH:8]=1)=O.Cl.[CH3:18][C:19]1[CH:20]=[C:21]([NH:25][NH2:26])[CH:22]=[CH:23][CH:24]=1. Given the product [CH3:18][C:19]1[CH:20]=[C:21]([N:25]2[C:5]([C:7]3[CH:12]=[CH:11][C:10]([CH3:13])=[CH:9][CH:8]=3)=[CH:4][C:3]([C:2]([F:16])([F:15])[F:1])=[N:26]2)[CH:22]=[CH:23][CH:24]=1, predict the reactants needed to synthesize it. (4) Given the product [CH2:23]([C:19]1[CH:20]=[C:21]([CH3:22])[C:16]([N:13]2[CH2:14][CH2:15][N:10]([C:8]([C:5]3[CH:6]=[CH:7][C:2]([N:28]4[CH2:29][CH2:30][O:26][C:27]4=[O:31])=[CH:3][C:4]=3[CH3:25])=[O:9])[CH2:11][CH2:12]2)=[N:17][CH:18]=1)[CH3:24], predict the reactants needed to synthesize it. The reactants are: Br[C:2]1[CH:7]=[CH:6][C:5]([C:8]([N:10]2[CH2:15][CH2:14][N:13]([C:16]3[C:21]([CH3:22])=[CH:20][C:19]([CH2:23][CH3:24])=[CH:18][N:17]=3)[CH2:12][CH2:11]2)=[O:9])=[C:4]([CH3:25])[CH:3]=1.[O:26]1[CH2:30][CH2:29][NH:28][C:27]1=[O:31]. (5) Given the product [CH:16]1([C:9]2[CH:10]=[CH:11][C:12]([F:14])=[C:13]3[C:8]=2[NH:7][CH:6]=[C:5]3[C:3]([O:2][CH3:1])=[O:4])[CH2:18][CH2:17]1, predict the reactants needed to synthesize it. The reactants are: [CH3:1][O:2][C:3]([C:5]1[C:13]2[C:8](=[C:9](Br)[CH:10]=[CH:11][C:12]=2[F:14])[NH:7][CH:6]=1)=[O:4].[CH:16]1(B(O)O)[CH2:18][CH2:17]1.[O-]P([O-])([O-])=O.[K+].[K+].[K+].